Dataset: Catalyst prediction with 721,799 reactions and 888 catalyst types from USPTO. Task: Predict which catalyst facilitates the given reaction. (1) Reactant: [Br:1][C:2]1[CH:7]=[CH:6][C:5]([CH:8](Br)[CH3:9])=[CH:4][CH:3]=1.[NH:11]1[CH:15]=[CH:14][N:13]=[N:12]1.C(=O)([O-])[O-].[K+].[K+].N#N. Product: [Br:1][C:2]1[CH:7]=[CH:6][C:5]([CH:8]([N:12]2[N:13]=[CH:14][CH:15]=[N:11]2)[CH3:9])=[CH:4][CH:3]=1. The catalyst class is: 9. (2) Reactant: [C:1]([C:3]1([C:16]2[C:21]([O:22][CH2:23][O:24][CH3:25])=[CH:20][CH:19]=[CH:18][N:17]=2)[CH2:8][CH2:7][N:6]([C:9]([O:11][C:12]([CH3:15])([CH3:14])[CH3:13])=[O:10])[CH2:5][CH2:4]1)#[N:2].[Cl:26][C:27]1[CH:35]=[C:34]([Cl:36])[CH:33]=[CH:32][C:28]=1[C:29](Cl)=[O:30]. Product: [Cl:26][C:27]1[CH:35]=[C:34]([Cl:36])[CH:33]=[CH:32][C:28]=1[C:29]([NH:2][CH2:1][C:3]1([C:16]2[C:21]([O:22][CH2:23][O:24][CH3:25])=[CH:20][CH:19]=[CH:18][N:17]=2)[CH2:8][CH2:7][N:6]([C:9]([O:11][C:12]([CH3:15])([CH3:14])[CH3:13])=[O:10])[CH2:5][CH2:4]1)=[O:30]. The catalyst class is: 181. (3) Reactant: [NH2:1][CH2:2][C@H:3]1[CH2:8][CH2:7][C@H:6]([C:9]([OH:11])=[O:10])[CH2:5][CH2:4]1.Cl[C:13]([O:15][CH2:16][C:17]1[CH:22]=[CH:21][CH:20]=[CH:19][CH:18]=1)=[O:14].C(=O)([O-])[O-].[Na+].[Na+]. Product: [CH2:16]([O:15][C:13]([NH:1][CH2:2][C@H:3]1[CH2:4][CH2:5][C@H:6]([C:9]([OH:11])=[O:10])[CH2:7][CH2:8]1)=[O:14])[C:17]1[CH:22]=[CH:21][CH:20]=[CH:19][CH:18]=1. The catalyst class is: 38. (4) Reactant: [OH-].[Li+].O.[CH:4]([C:6]1[CH:7]=[CH:8][C:9]([O:22][CH2:23][C:24]2[CH:29]=[CH:28][CH:27]=[CH:26][CH:25]=2)=[C:10]([CH:21]=1)[C:11]([O:13]CC1C=CC=CC=1)=[O:12])=[O:5]. Product: [CH:4]([C:6]1[CH:7]=[CH:8][C:9]([O:22][CH2:23][C:24]2[CH:29]=[CH:28][CH:27]=[CH:26][CH:25]=2)=[C:10]([CH:21]=1)[C:11]([OH:13])=[O:12])=[O:5]. The catalyst class is: 83. (5) The catalyst class is: 119. Product: [C:1]([C:5]1[CH:10]=[CH:9][C:8]([C:11]2[CH:16]=[CH:15][CH:14]=[C:13]([CH:17]3[CH2:26][C:25]([CH3:27])([CH3:28])[C:24]4[C:19](=[CH:20][CH:21]=[C:22]([C:29]([NH:36][S:33]([CH3:32])(=[O:35])=[O:34])=[O:31])[CH:23]=4)[NH:18]3)[CH:12]=2)=[CH:7][CH:6]=1)([CH3:3])([CH3:4])[CH3:2]. Reactant: [C:1]([C:5]1[CH:10]=[CH:9][C:8]([C:11]2[CH:16]=[CH:15][CH:14]=[C:13]([CH:17]3[CH2:26][C:25]([CH3:28])([CH3:27])[C:24]4[C:19](=[CH:20][CH:21]=[C:22]([C:29]([OH:31])=O)[CH:23]=4)[NH:18]3)[CH:12]=2)=[CH:7][CH:6]=1)([CH3:4])([CH3:3])[CH3:2].[CH3:32][S:33]([NH2:36])(=[O:35])=[O:34].